Dataset: Catalyst prediction with 721,799 reactions and 888 catalyst types from USPTO. Task: Predict which catalyst facilitates the given reaction. (1) The catalyst class is: 2. Reactant: [C:1]([C:4]1[S:5][CH:6]=[CH:7][N:8]=1)(=[O:3])[CH3:2].[Si:9](OS(C(F)(F)F)(=O)=O)([CH:16]([CH3:18])[CH3:17])([CH:13]([CH3:15])[CH3:14])[CH:10]([CH3:12])[CH3:11].CCN(C(C)C)C(C)C. Product: [CH:10]([Si:9]([CH:16]([CH3:18])[CH3:17])([CH:13]([CH3:15])[CH3:14])[O:3][C:1]([C:4]1[S:5][CH:6]=[CH:7][N:8]=1)=[CH2:2])([CH3:12])[CH3:11]. (2) Reactant: [S:1]([NH:11][C@H:12]([C:20](O)=[O:21])[CH2:13][C:14]1[CH:19]=[CH:18][CH:17]=[CH:16][CH:15]=1)([C:4]1[CH:10]=[CH:9][C:7]([CH3:8])=[CH:6][CH:5]=1)(=[O:3])=[O:2].CN1CCOCC1.Cl.Cl.[NH:32]1[C:36]2([CH2:41][CH2:40][NH:39][CH2:38][CH2:37]2)[CH2:35][NH:34]/[C:33]/1=[N:42]\[C:43]([C:45]1[C:50]([NH2:51])=[N:49][C:48]([NH2:52])=[C:47]([Cl:53])[N:46]=1)=[O:44].CN(C(ON1N=NC2C=CC=NC1=2)=[N+](C)C)C.F[P-](F)(F)(F)(F)F. The catalyst class is: 18. Product: [C:14]1([CH2:13][C@H:12]([NH:11][S:1]([C:4]2[CH:10]=[CH:9][C:7]([CH3:8])=[CH:6][CH:5]=2)(=[O:2])=[O:3])[C:20]([N:39]2[CH2:40][CH2:41][C:36]3([NH:32]/[C:33](=[N:42]/[C:43]([C:45]4[C:50]([NH2:51])=[N:49][C:48]([NH2:52])=[C:47]([Cl:53])[N:46]=4)=[O:44])/[NH:34][CH2:35]3)[CH2:37][CH2:38]2)=[O:21])[CH:19]=[CH:18][CH:17]=[CH:16][CH:15]=1. (3) Reactant: [CH2:1]([O:8][C:9]1[C:10](=[O:20])[C:11]([Cl:19])=[C:12](C(O)=O)[N:13]([CH3:15])[CH:14]=1)[C:2]1[CH:7]=[CH:6][CH:5]=[CH:4][CH:3]=1. Product: [CH2:1]([O:8][C:9]1[C:10](=[O:20])[C:11]([Cl:19])=[CH:12][N:13]([CH3:15])[CH:14]=1)[C:2]1[CH:3]=[CH:4][CH:5]=[CH:6][CH:7]=1. The catalyst class is: 3. (4) Reactant: [I:1][C:2]1[CH:11]=[C:10]2[C:5]([C:6](=[O:15])[C:7](C(O)=O)=[CH:8][NH:9]2)=[CH:4][C:3]=1[CH3:16].C1C=CC(C2C=CC=CC=2)=CC=1.C1C=CC(OC2C=CC=CC=2)=CC=1. Product: [I:1][C:2]1[CH:11]=[C:10]2[C:5]([C:6](=[O:15])[CH:7]=[CH:8][NH:9]2)=[CH:4][C:3]=1[CH3:16]. The catalyst class is: 194. (5) Reactant: [OH:1][C:2]1[CH:3]=[C:4]([NH:10][C:11]([NH2:13])=[S:12])[CH:5]=[CH:6][C:7]=1[O:8][CH3:9].Br[CH2:15][C:16](=O)[C:17]([O:19][CH2:20][CH3:21])=[O:18]. Product: [OH:1][C:2]1[CH:3]=[C:4]([NH:10][C:11]2[S:12][CH:15]=[C:16]([C:17]([O:19][CH2:20][CH3:21])=[O:18])[N:13]=2)[CH:5]=[CH:6][C:7]=1[O:8][CH3:9]. The catalyst class is: 3. (6) Reactant: [C:1]([N:4]1[C:8]2([CH2:13][CH2:12][O:11][CH2:10][CH2:9]2)[CH2:7][CH2:6][CH:5]1[C:14]([O:16]CC)=[O:15])(=[O:3])[CH3:2].O.[OH-].[Li+].Cl. Product: [C:1]([N:4]1[C:8]2([CH2:13][CH2:12][O:11][CH2:10][CH2:9]2)[CH2:7][CH2:6][CH:5]1[C:14]([OH:16])=[O:15])(=[O:3])[CH3:2]. The catalyst class is: 278. (7) Reactant: [CH3:1][S:2]([C:5]1[CH:6]=[CH:7][C:8]2[C:9]3[N:30]=[CH:29][C:28](B(O)O)=[CH:27][C:10]=3[N:11]([C@H:14]([C:21]3[CH:26]=[CH:25][CH:24]=[CH:23][CH:22]=3)[CH:15]3[CH2:20][CH2:19][O:18][CH2:17][CH2:16]3)[C:12]=2[CH:13]=1)(=[O:4])=[O:3].Br[C:35]1[N:39]([CH3:40])[CH:38]=[N:37][C:36]=1[CH3:41].C(=O)([O-])[O-].[K+].[K+]. Product: [CH3:1][S:2]([C:5]1[CH:6]=[CH:7][C:8]2[C:9]3[N:30]=[CH:29][C:28]([C:35]4[N:39]([CH3:40])[CH:38]=[N:37][C:36]=4[CH3:41])=[CH:27][C:10]=3[N:11]([C@@H:14]([CH:15]3[CH2:20][CH2:19][O:18][CH2:17][CH2:16]3)[C:21]3[CH:26]=[CH:25][CH:24]=[CH:23][CH:22]=3)[C:12]=2[CH:13]=1)(=[O:4])=[O:3]. The catalyst class is: 669. (8) Reactant: [Cl:1][C:2]1[CH:7]=[CH:6][C:5]([C@H:8]2[C:12]3[CH:13]=[N:14][C:15]([CH3:18])=[C:16]([OH:17])[C:11]=3[CH2:10][O:9]2)=[CH:4][CH:3]=1.[H-].[Na+].[C:21](=O)([O:37]C(Cl)C)[O:22][CH2:23][C@@H:24]1[CH2:28][CH2:27][CH2:26][N:25]1/[N+:29](/[O-:36])=[N:30]/[O:31][CH2:32][CH2:33][CH2:34][CH3:35]. Product: [C:21](=[O:37])([O:17][C:16]1[C:11]2[CH2:10][O:9][C@@H:8]([C:5]3[CH:4]=[CH:3][C:2]([Cl:1])=[CH:7][CH:6]=3)[C:12]=2[CH:13]=[N:14][C:15]=1[CH3:18])[O:22][CH2:23][C@@H:24]1[CH2:28][CH2:27][CH2:26][N:25]1/[N+:29](/[O-:36])=[N:30]\[O:31][CH2:32][CH2:33][CH2:34][CH3:35]. The catalyst class is: 3.